From a dataset of NCI-60 drug combinations with 297,098 pairs across 59 cell lines. Regression. Given two drug SMILES strings and cell line genomic features, predict the synergy score measuring deviation from expected non-interaction effect. (1) Drug 1: C1CC(=O)NC(=O)C1N2C(=O)C3=CC=CC=C3C2=O. Drug 2: C1CNP(=O)(OC1)N(CCCl)CCCl. Cell line: NCI-H226. Synergy scores: CSS=-0.688, Synergy_ZIP=1.58, Synergy_Bliss=0.970, Synergy_Loewe=0.229, Synergy_HSA=-1.96. (2) Cell line: HCT-15. Drug 2: C(CN)CNCCSP(=O)(O)O. Synergy scores: CSS=-4.17, Synergy_ZIP=1.12, Synergy_Bliss=-0.618, Synergy_Loewe=-5.75, Synergy_HSA=-3.25. Drug 1: CCC1(CC2CC(C3=C(CCN(C2)C1)C4=CC=CC=C4N3)(C5=C(C=C6C(=C5)C78CCN9C7C(C=CC9)(C(C(C8N6C=O)(C(=O)OC)O)OC(=O)C)CC)OC)C(=O)OC)O.OS(=O)(=O)O. (3) Drug 1: COC1=CC(=CC(=C1O)OC)C2C3C(COC3=O)C(C4=CC5=C(C=C24)OCO5)OC6C(C(C7C(O6)COC(O7)C8=CC=CS8)O)O. Drug 2: CNC(=O)C1=NC=CC(=C1)OC2=CC=C(C=C2)NC(=O)NC3=CC(=C(C=C3)Cl)C(F)(F)F. Cell line: HOP-62. Synergy scores: CSS=41.3, Synergy_ZIP=-4.11, Synergy_Bliss=-1.54, Synergy_Loewe=-9.70, Synergy_HSA=0.631. (4) Drug 1: CC1=C(C=C(C=C1)NC2=NC=CC(=N2)N(C)C3=CC4=NN(C(=C4C=C3)C)C)S(=O)(=O)N.Cl. Drug 2: C1=CC(=CC=C1CC(C(=O)O)N)N(CCCl)CCCl.Cl. Cell line: MDA-MB-435. Synergy scores: CSS=-10.3, Synergy_ZIP=4.34, Synergy_Bliss=-2.00, Synergy_Loewe=-8.27, Synergy_HSA=-8.21. (5) Synergy scores: CSS=-10.9, Synergy_ZIP=-3.53, Synergy_Bliss=-12.6, Synergy_Loewe=-13.7, Synergy_HSA=-12.8. Cell line: K-562. Drug 2: CC1CCCC2(C(O2)CC(NC(=O)CC(C(C(=O)C(C1O)C)(C)C)O)C(=CC3=CSC(=N3)C)C)C. Drug 1: CN(C)N=NC1=C(NC=N1)C(=O)N. (6) Drug 1: CC1C(C(=O)NC(C(=O)N2CCCC2C(=O)N(CC(=O)N(C(C(=O)O1)C(C)C)C)C)C(C)C)NC(=O)C3=C4C(=C(C=C3)C)OC5=C(C(=O)C(=C(C5=N4)C(=O)NC6C(OC(=O)C(N(C(=O)CN(C(=O)C7CCCN7C(=O)C(NC6=O)C(C)C)C)C)C(C)C)C)N)C. Drug 2: CS(=O)(=O)OCCCCOS(=O)(=O)C. Cell line: BT-549. Synergy scores: CSS=10.5, Synergy_ZIP=-6.16, Synergy_Bliss=-2.56, Synergy_Loewe=-12.5, Synergy_HSA=-3.71. (7) Drug 1: CC1=C(C(CCC1)(C)C)C=CC(=CC=CC(=CC(=O)O)C)C. Drug 2: C1=NC2=C(N=C(N=C2N1C3C(C(C(O3)CO)O)F)Cl)N. Cell line: NCI-H226. Synergy scores: CSS=1.02, Synergy_ZIP=-1.82, Synergy_Bliss=-2.36, Synergy_Loewe=-3.55, Synergy_HSA=-3.11. (8) Drug 1: CC(C)(C#N)C1=CC(=CC(=C1)CN2C=NC=N2)C(C)(C)C#N. Drug 2: CC1=C2C(C(=O)C3(C(CC4C(C3C(C(C2(C)C)(CC1OC(=O)C(C(C5=CC=CC=C5)NC(=O)OC(C)(C)C)O)O)OC(=O)C6=CC=CC=C6)(CO4)OC(=O)C)O)C)O. Cell line: K-562. Synergy scores: CSS=-15.8, Synergy_ZIP=14.0, Synergy_Bliss=13.2, Synergy_Loewe=-14.2, Synergy_HSA=-13.0. (9) Drug 1: CCC1(CC2CC(C3=C(CCN(C2)C1)C4=CC=CC=C4N3)(C5=C(C=C6C(=C5)C78CCN9C7C(C=CC9)(C(C(C8N6C=O)(C(=O)OC)O)OC(=O)C)CC)OC)C(=O)OC)O.OS(=O)(=O)O. Drug 2: COC1=NC(=NC2=C1N=CN2C3C(C(C(O3)CO)O)O)N. Cell line: RPMI-8226. Synergy scores: CSS=55.2, Synergy_ZIP=-3.17, Synergy_Bliss=-4.54, Synergy_Loewe=-64.2, Synergy_HSA=-4.67. (10) Drug 1: CC1=C(N=C(N=C1N)C(CC(=O)N)NCC(C(=O)N)N)C(=O)NC(C(C2=CN=CN2)OC3C(C(C(C(O3)CO)O)O)OC4C(C(C(C(O4)CO)O)OC(=O)N)O)C(=O)NC(C)C(C(C)C(=O)NC(C(C)O)C(=O)NCCC5=NC(=CS5)C6=NC(=CS6)C(=O)NCCC[S+](C)C)O. Drug 2: C1C(C(OC1N2C=NC(=NC2=O)N)CO)O. Cell line: NCI/ADR-RES. Synergy scores: CSS=41.5, Synergy_ZIP=-5.93, Synergy_Bliss=-7.65, Synergy_Loewe=-11.4, Synergy_HSA=-2.86.